From a dataset of Catalyst prediction with 721,799 reactions and 888 catalyst types from USPTO. Predict which catalyst facilitates the given reaction. (1) Reactant: [NH2:1][C:2]([C:4]1([C:7]([OH:9])=O)[CH2:6][CH2:5]1)=[O:3].[F:10][C:11]1[CH:12]=[C:13]([CH:23]=[CH:24][CH:25]=1)[CH2:14][O:15][C:16]1[CH:21]=[CH:20][C:19]([NH2:22])=[CH:18][CH:17]=1.Cl.CN(C)CCCN=C=NCC. Product: [F:10][C:11]1[CH:12]=[C:13]([CH:23]=[CH:24][CH:25]=1)[CH2:14][O:15][C:16]1[CH:21]=[CH:20][C:19]([NH:22][C:7]([C:4]2([C:2]([NH2:1])=[O:3])[CH2:5][CH2:6]2)=[O:9])=[CH:18][CH:17]=1. The catalyst class is: 4. (2) Reactant: N[C:2]1C=CC=C[CH:3]=1.C([N:10](CC)CC)C.ClCCl.C([CH:20]([C:24](Cl)=[O:25])[C:21](Cl)=[O:22])C.[OH2:27]. Product: [NH2:10][C:24](=[O:25])[CH2:20][C:21]([O:22][CH2:2][CH3:3])=[O:27]. The catalyst class is: 277. (3) Reactant: Cl.[C:2]1([NH:8][NH2:9])[CH:7]=[CH:6][CH:5]=[CH:4][CH:3]=1.C(Cl)(Cl)(Cl)Cl.C(N(CC)CC)C.C(O[C:25]1([CH:37]=[CH:36][CH:35]=[CH:34][CH2:33]1)[CH:26]=[N:27][C:28](=O)[CH2:29][CH2:30][CH3:31])C. Product: [C:2]1([N:8]2[C:28]([CH2:29][CH2:30][CH3:31])=[N:27][C:26]([C:25]3[CH:33]=[CH:34][CH:35]=[CH:36][CH:37]=3)=[N:9]2)[CH:7]=[CH:6][CH:5]=[CH:4][CH:3]=1. The catalyst class is: 22.